From a dataset of Full USPTO retrosynthesis dataset with 1.9M reactions from patents (1976-2016). Predict the reactants needed to synthesize the given product. Given the product [CH3:1][O:2][C:3]1[CH:8]=[CH:7][CH:6]=[CH:5][C:4]=1[C:9]1[NH:10][C:11]2[C:16]([C:17]=1[C:40]#[N:39])=[CH:15][C:14]([CH:18]1[CH2:19][CH2:20][N:21]([CH2:24][CH2:25][NH:26][CH3:27])[CH2:22][CH2:23]1)=[CH:13][CH:12]=2, predict the reactants needed to synthesize it. The reactants are: [CH3:1][O:2][C:3]1[CH:8]=[CH:7][CH:6]=[CH:5][C:4]=1[C:9]1[NH:10][C:11]2[C:16]([CH:17]=1)=[CH:15][C:14]([CH:18]1[CH2:23][CH2:22][N:21]([CH2:24][CH2:25][N:26](C)[C:27](=O)OC(C)(C)C)[CH2:20][CH2:19]1)=[CH:13][CH:12]=2.ClS([N:39]=[C:40]=O)(=O)=O.CN(C)C=O.[OH-].[Na+].